From a dataset of Forward reaction prediction with 1.9M reactions from USPTO patents (1976-2016). Predict the product of the given reaction. (1) Given the reactants [OH:1][C:2]1[C:9]([OH:10])=[CH:8][CH:7]=[CH:6][C:3]=1[CH:4]=[O:5].[H-].[Na+].[CH2:13]([O:15][C:16]([C:18]1[CH:23]=[CH:22][CH:21]=[C:20]([CH2:24]Br)[N:19]=1)=[O:17])[CH3:14].Br[CH2:27][C:28]#[N:29].[NH4+].[Cl-], predict the reaction product. The product is: [CH2:13]([O:15][C:16]([C:18]1[CH:23]=[CH:22][CH:21]=[C:20]([CH2:24][O:10][C:9]2[CH:8]=[CH:7][CH:6]=[C:3]([CH:4]=[O:5])[C:2]=2[O:1][CH2:27][C:28]#[N:29])[N:19]=1)=[O:17])[CH3:14]. (2) Given the reactants C([N:8]1[CH2:13][CH2:12][N:11](CC2C=CC=CC=2)[CH2:10][C@@H:9]1[CH2:21][CH2:22][OH:23])C1C=CC=CC=1.C([O-])=O.[NH4+], predict the reaction product. The product is: [NH:8]1[CH2:13][CH2:12][NH:11][CH2:10][C@@H:9]1[CH2:21][CH2:22][OH:23].